This data is from Reaction yield outcomes from USPTO patents with 853,638 reactions. The task is: Predict the reaction yield, written as a fraction of the theoretical maximum amount of product (1.0 means a 100% yield; for example, 0.34 means a 34% yield). (1) The reactants are [CH3:1][C@H:2]1[CH2:11][C:9](=[O:10])[C:5](=[C:6]([CH3:8])[CH3:7])[CH2:4][CH2:3]1.C([O-])(O)=[O:13].[Na+].Cl.[CH3:18][CH2:19]OCC. The catalyst is BrBr.CC[O-].[Na+].O. The product is [CH3:1][C@@H:2]1[CH2:3][CH2:4][C:5](=[C:6]([CH3:7])[CH3:8])[CH:11]1[C:9]([O:10][CH2:18][CH3:19])=[O:13]. The yield is 0.640. (2) The reactants are Cl[C:2]1[N:7]=[CH:6][N:5]=[C:4]([O:8][C:9]2[CH:14]=[CH:13][C:12]([NH:15][C:16]([NH:18][C:19]3[CH:24]=[CH:23][CH:22]=[CH:21][CH:20]=3)=[O:17])=[CH:11][CH:10]=2)[CH:3]=1.[F:25][C:26]1[CH:32]=[CH:31][C:29]([NH2:30])=[CH:28][CH:27]=1.O. The catalyst is CN1CCCC1=O.C(OCC)(=O)C.CCCCCC. The product is [F:25][C:26]1[CH:32]=[CH:31][C:29]([NH:30][C:2]2[N:7]=[CH:6][N:5]=[C:4]([O:8][C:9]3[CH:14]=[CH:13][C:12]([NH:15][C:16]([NH:18][C:19]4[CH:24]=[CH:23][CH:22]=[CH:21][CH:20]=4)=[O:17])=[CH:11][CH:10]=3)[CH:3]=2)=[CH:28][CH:27]=1. The yield is 0.400. (3) The reactants are [C:1]12([C:11]3[CH:30]=[CH:29][C:14]([O:15][CH2:16][C:17]4NC5C=CC(C(O)=O)=CC=5N=4)=[CH:13][CH:12]=3)[CH2:10][CH:5]3[CH2:6][CH:7]([CH2:9][CH:3]([CH2:4]3)[CH2:2]1)[CH2:8]2.[CH2:31]([N:33]([CH2:37]C)[CH2:34][CH2:35][NH2:36])C.CN(C(O[N:47]1N=[N:54][C:49]2[CH:50]=[CH:51][CH:52]=[CH:53][C:48]1=2)=[N+](C)C)C.F[P-](F)(F)(F)(F)F.CCN(C(C)C)C(C)C.CN([CH:75]=[O:76])C. No catalyst specified. The product is [CH3:37][N:33]([CH3:31])[CH2:34][CH2:35][NH:36][C:75]([C:52]1[CH:51]=[CH:50][C:49]2[NH:54][C:17]([CH2:16][O:15][C:14]3[CH:13]=[CH:12][C:11]([C:1]45[CH2:10][CH:5]6[CH2:6][CH:7]([CH2:9][CH:3]([CH2:4]6)[CH2:2]4)[CH2:8]5)=[CH:30][CH:29]=3)=[N:47][C:48]=2[CH:53]=1)=[O:76]. The yield is 0.258. (4) The reactants are [F:1][CH:2]([F:22])[C:3]1[NH:7][C:6]2[CH:8]=[C:9]([NH:14][C:15](=[O:21])[O:16][C:17]([CH3:20])([CH3:19])[CH3:18])[CH:10]=[C:11]([O:12][CH3:13])[C:5]=2[N:4]=1.Cl[C:24]1[N:29]=[C:28]([N:30]2[CH2:35][CH2:34][O:33][CH2:32][CH2:31]2)[CH:27]=[C:26]([Cl:36])[N:25]=1.C([O-])([O-])=O.[K+].[K+].C(Cl)Cl.CCOC(C)=O. The catalyst is CN(C=O)C.O. The product is [Cl:36][C:26]1[CH:27]=[C:28]([N:30]2[CH2:35][CH2:34][O:33][CH2:32][CH2:31]2)[N:29]=[C:24]([N:7]2[C:6]3[CH:8]=[C:9]([NH:14][C:15](=[O:21])[O:16][C:17]([CH3:19])([CH3:18])[CH3:20])[CH:10]=[C:11]([O:12][CH3:13])[C:5]=3[N:4]=[C:3]2[CH:2]([F:1])[F:22])[N:25]=1. The yield is 0.440. (5) The reactants are [OH:1][C@H:2]([CH2:29][C:30]([CH3:33])([CH3:32])[CH3:31])[C:3]([N:5]1[CH2:10][CH2:9][N:8]([C:11]2[C:20]3[C:15](=[CH:16][C:17]([CH3:21])=[CH:18][CH:19]=3)[N:14]=[C:13]([C:22]3[CH:27]=[CH:26][CH:25]=[CH:24][C:23]=3[OH:28])[N:12]=2)[CH2:7][CH2:6]1)=[O:4].CCOCC.[ClH:39]. The catalyst is C(Cl)Cl. The product is [ClH:39].[OH:1][C@H:2]([CH2:29][C:30]([CH3:33])([CH3:32])[CH3:31])[C:3]([N:5]1[CH2:10][CH2:9][N:8]([C:11]2[C:20]3[C:15](=[CH:16][C:17]([CH3:21])=[CH:18][CH:19]=3)[N:14]=[C:13]([C:22]3[CH:27]=[CH:26][CH:25]=[CH:24][C:23]=3[OH:28])[N:12]=2)[CH2:7][CH2:6]1)=[O:4]. The yield is 0.910. (6) The reactants are [CH:1]1([C:4]2[CH:11]=[CH:10][C:9]([CH2:12][O:13][CH3:14])=[CH:8][C:5]=2[C:6]#[N:7])[CH2:3][CH2:2]1.[CH3:15][Mg]I.[H-].[H-].[H-].[H-].[Li+].[Al+3].C1(C2C=CC(COC)=CC=2CN)CC1. The catalyst is C1COCC1. The product is [CH:1]1([C:4]2[CH:11]=[CH:10][C:9]([CH2:12][O:13][CH3:14])=[CH:8][C:5]=2[CH:6]([NH2:7])[CH3:15])[CH2:2][CH2:3]1. The yield is 1.00. (7) The reactants are [C:1]([C:5]1[CH:9]=[C:8]([NH2:10])[N:7]([C:11]2[CH:12]=[N:13][C:14]([CH3:17])=[CH:15][CH:16]=2)[N:6]=1)([CH3:4])([CH3:3])[CH3:2].C(=O)([O-])[O-].[K+].[K+].Cl[C:25]([O:27][C:28]1[CH:33]=[CH:32][CH:31]=[CH:30][CH:29]=1)=[O:26]. The catalyst is C(Cl)Cl. The product is [C:1]([C:5]1[CH:9]=[C:8]([NH:10][C:25](=[O:26])[O:27][C:28]2[CH:33]=[CH:32][CH:31]=[CH:30][CH:29]=2)[N:7]([C:11]2[CH:12]=[N:13][C:14]([CH3:17])=[CH:15][CH:16]=2)[N:6]=1)([CH3:4])([CH3:3])[CH3:2]. The yield is 0.420. (8) The reactants are Cl.C([N:15]1[CH2:18][CH:17]([OH:19])[CH2:16]1)(C1C=CC=CC=1)C1C=CC=CC=1.C(=O)([O-])[O-].[Na+].[Na+].[C:34](O[C:34]([O:36][C:37]([CH3:40])([CH3:39])[CH3:38])=[O:35])([O:36][C:37]([CH3:40])([CH3:39])[CH3:38])=[O:35].[H][H]. The catalyst is [Pd].ClCCl. The product is [OH:19][CH:17]1[CH2:18][N:15]([C:34]([O:36][C:37]([CH3:38])([CH3:39])[CH3:40])=[O:35])[CH2:16]1. The yield is 0.908. (9) The reactants are [C:1]([O:5][C:6]([N:8]1[CH2:12][CH2:11][CH2:10][C@H:9]1[C:13]1[NH:14][C:15]([C:18]2[CH:19]=[N:20][C:21]([C:24]3[CH:29]=[CH:28][C:27]([C:30]4[NH:31][C:32]([C@@H:35]5[CH2:39][CH2:38][CH2:37][N:36]5C(OCC5C=CC=CC=5)=O)=[N:33][CH:34]=4)=[CH:26][CH:25]=3)=[N:22][CH:23]=2)=[CH:16][N:17]=1)=[O:7])([CH3:4])([CH3:3])[CH3:2].C([O-])([O-])=O.[K+].[K+].O. The catalyst is CO.[Pd]. The product is [C:1]([O:5][C:6]([N:8]1[CH2:12][CH2:11][CH2:10][C@H:9]1[C:13]1[NH:14][C:15]([C:18]2[CH:23]=[N:22][C:21]([C:24]3[CH:29]=[CH:28][C:27]([C:30]4[NH:31][C:32]([C@@H:35]5[CH2:39][CH2:38][CH2:37][NH:36]5)=[N:33][CH:34]=4)=[CH:26][CH:25]=3)=[N:20][CH:19]=2)=[CH:16][N:17]=1)=[O:7])([CH3:4])([CH3:2])[CH3:3]. The yield is 0.560.